Dataset: Full USPTO retrosynthesis dataset with 1.9M reactions from patents (1976-2016). Task: Predict the reactants needed to synthesize the given product. (1) Given the product [CH3:26][S:23]([CH2:22][C:20]1[CH:19]=[C:18]([N:27]2[CH2:32][CH2:31][O:30][CH2:29][CH2:28]2)[N:17]=[C:16]([C:14]2[CH:13]=[CH:12][C:11]3[NH:7][CH:8]=[N:9][C:10]=3[CH:15]=2)[N:21]=1)(=[O:25])=[O:24], predict the reactants needed to synthesize it. The reactants are: C[Si](C)(C)CCOC[N:7]1[C:11]2[CH:12]=[CH:13][C:14]([C:16]3[N:21]=[C:20]([CH2:22][S:23]([CH3:26])(=[O:25])=[O:24])[CH:19]=[C:18]([N:27]4[CH2:32][CH2:31][O:30][CH2:29][CH2:28]4)[N:17]=3)=[CH:15][C:10]=2[N:9]=[CH:8]1.Cl. (2) The reactants are: [CH2:1]([O:3][C:4](=[O:17])[C:5]1[CH:10]=[CH:9][C:8](Cl)=[C:7]([O:12][C:13]([F:16])([F:15])[F:14])[CH:6]=1)[CH3:2].[C:18]([O:22][C:23]([N:25]1[CH2:30][CH2:29][N:28]([CH2:31]C2C=CC(C(OCC)=O)=CC=2C(F)(F)F)[CH2:27][CH2:26]1)=[O:24])([CH3:21])([CH3:20])[CH3:19]. Given the product [C:18]([O:22][C:23]([N:25]1[CH2:30][CH2:29][N:28]([CH2:31][C:8]2[CH:9]=[CH:10][C:5]([C:4]([O:3][CH2:1][CH3:2])=[O:17])=[CH:6][C:7]=2[O:12][C:13]([F:16])([F:15])[F:14])[CH2:27][CH2:26]1)=[O:24])([CH3:21])([CH3:20])[CH3:19], predict the reactants needed to synthesize it. (3) Given the product [Cl:1][C:2]1[CH:7]=[CH:6][C:5]([CH:8]([NH:14][C:15]2[CH:16]=[C:17]([O:27][CH3:28])[C:18]3[N:19]([C:21]([CH:24]([F:26])[F:25])=[N:22][N:23]=3)[CH:20]=2)[C:9]([O:11][CH2:12][CH3:13])=[O:10])=[CH:4][CH:3]=1, predict the reactants needed to synthesize it. The reactants are: [Cl:1][C:2]1[CH:7]=[CH:6][C:5](/[C:8](=[N:14]\[C:15]2[CH:16]=[C:17]([O:27][CH3:28])[C:18]3[N:19]([C:21]([CH:24]([F:26])[F:25])=[N:22][N:23]=3)[CH:20]=2)/[C:9]([O:11][CH2:12][CH3:13])=[O:10])=[CH:4][CH:3]=1.